Dataset: Forward reaction prediction with 1.9M reactions from USPTO patents (1976-2016). Task: Predict the product of the given reaction. (1) The product is: [CH2:10]([O:8][C:7](=[O:9])[CH2:6][CH2:5][CH2:4][CH2:3][CH2:2][Br:1])[C:11]1[CH:16]=[CH:15][CH:14]=[CH:13][CH:12]=1. Given the reactants [Br:1][CH2:2][CH2:3][CH2:4][CH2:5][CH2:6][C:7]([OH:9])=[O:8].[CH2:10](O)[C:11]1[CH:16]=[CH:15][CH:14]=[CH:13][CH:12]=1.C1(N=C=NC2CCCCC2)CCCCC1, predict the reaction product. (2) Given the reactants [OH:1][CH2:2][C:3]([C:6]1[CH:10]=[C:9]([NH:11][C:12](=[O:26])[C:13]([CH3:25])([S:15]([CH2:18][CH:19]2[CH2:24][CH2:23][O:22][CH2:21][CH2:20]2)(=[O:17])=[O:16])[CH3:14])[O:8][N:7]=1)([CH3:5])[CH3:4].[H-].[Na+].[CH3:29]I, predict the reaction product. The product is: [CH3:29][O:1][CH2:2][C:3]([C:6]1[CH:10]=[C:9]([NH:11][C:12](=[O:26])[C:13]([CH3:14])([S:15]([CH2:18][CH:19]2[CH2:24][CH2:23][O:22][CH2:21][CH2:20]2)(=[O:17])=[O:16])[CH3:25])[O:8][N:7]=1)([CH3:5])[CH3:4].